Dataset: Reaction yield outcomes from USPTO patents with 853,638 reactions. Task: Predict the reaction yield, written as a fraction of the theoretical maximum amount of product (1.0 means a 100% yield; for example, 0.34 means a 34% yield). (1) The reactants are [Na].[CH2:2]([C@:4]1([CH2:18][CH2:19][C:20](=[O:22])[CH3:21])[C:10]2[CH:11]=[CH:12][C:13]([O:15][CH3:16])=[CH:14][C:9]=2[CH2:8][CH2:7][CH2:6][C:5]1=O)[CH3:3].[CH2:23]([C@:25]1([CH2:39][CH2:40][C:41](=[O:43])[CH3:42])[C:31]2[CH:32]=[CH:33][C:34]([O:36][CH3:37])=[CH:35][C:30]=2[CH2:29][CH2:28][CH2:27][C:26]1=O)[CH3:24]. The catalyst is CCO. The product is [CH2:2]([C@:4]12[CH2:18][CH2:19][C:20](=[O:22])[CH:21]=[C:5]1[CH2:6][CH2:7][CH2:8][C:9]1[CH:14]=[C:13]([O:15][CH3:16])[CH:12]=[CH:11][C:10]=12)[CH3:3].[CH2:23]([C@@:25]12[CH2:39][CH2:40][C:41](=[O:43])[CH:42]=[C:26]1[CH2:27][CH2:28][CH2:29][C:30]1[CH:35]=[C:34]([O:36][CH3:37])[CH:33]=[CH:32][C:31]=12)[CH3:24]. The yield is 0.830. (2) The yield is 0.400. The catalyst is ClCCl.C1COCC1. The reactants are [CH2:1]([C@H:8]([NH:48]C(=O)OC(C)(C)C)[C@@H:9]([OH:47])[CH2:10][C@@H:11]([NH:25][C:26](=[O:46])[C@@H:27]([N:32]1[CH2:36][CH2:35][N:34]([CH2:37][C:38]2[CH:43]=[CH:42][CH:41]=[C:40]([CH3:44])[N:39]=2)[C:33]1=[O:45])[C:28]([CH3:31])([CH3:30])[CH3:29])[CH2:12][C:13]1[CH:18]=[CH:17][C:16]([C:19]2[CH:24]=[CH:23][CH:22]=[CH:21][N:20]=2)=[CH:15][CH:14]=1)[C:2]1[CH:7]=[CH:6][CH:5]=[CH:4][CH:3]=1.FC(F)(F)C(O)=O.[CH3:63][O:64][C:65]([NH:67][C@@H:68]([C:72]([CH3:75])([CH3:74])[CH3:73])[C:69]([OH:71])=O)=[O:66].CCOP(ON1N=NC2C=CC=CC=2C1=O)(OCC)=O.C(N(CC)C(C)C)(C)C. The product is [CH2:1]([C@H:8]([NH:48][C:69]([C@@H:68]([NH:67][C:65](=[O:66])[O:64][CH3:63])[C:72]([CH3:75])([CH3:74])[CH3:73])=[O:71])[C@@H:9]([OH:47])[CH2:10][C@@H:11]([NH:25][C:26](=[O:46])[C@@H:27]([N:32]1[CH2:36][CH2:35][N:34]([CH2:37][C:38]2[CH:43]=[CH:42][CH:41]=[C:40]([CH3:44])[N:39]=2)[C:33]1=[O:45])[C:28]([CH3:31])([CH3:30])[CH3:29])[CH2:12][C:13]1[CH:14]=[CH:15][C:16]([C:19]2[CH:24]=[CH:23][CH:22]=[CH:21][N:20]=2)=[CH:17][CH:18]=1)[C:2]1[CH:3]=[CH:4][CH:5]=[CH:6][CH:7]=1. (3) The reactants are [C:1]([C:4]1[C:9](=[O:10])[C:8]([O:11][CH3:12])=[CH:7][N:6]([C:13]2[CH:18]=[CH:17][C:16]([N:19]3[CH2:24][CH2:23][O:22][CH2:21][CH2:20]3)=[C:15]([F:25])[C:14]=2[F:26])[N:5]=1)(=O)[CH3:2].[CH3:27]OC(OC)N(C)C.[C:35]1([NH:41][NH2:42])[CH:40]=[CH:39][CH:38]=[CH:37][CH:36]=1. No catalyst specified. The product is [F:26][C:14]1[C:15]([F:25])=[C:16]([N:19]2[CH2:20][CH2:21][O:22][CH2:23][CH2:24]2)[CH:17]=[CH:18][C:13]=1[N:6]1[CH:7]=[C:8]([O:11][CH3:12])[C:9](=[O:10])[C:4]([C:1]2[N:41]([C:35]3[CH:40]=[CH:39][CH:38]=[CH:37][CH:36]=3)[N:42]=[CH:27][CH:2]=2)=[N:5]1. The yield is 0.550. (4) The reactants are Br[Zn][CH2:3][C:4]([O:6][CH2:7][CH3:8])=[O:5].[C:9]1(/[CH:15]=[CH:16]/[C:17]([C:19]2[CH:24]=[CH:23][CH:22]=[CH:21][CH:20]=2)=[O:18])[CH:14]=[CH:13][CH:12]=[CH:11][CH:10]=1.Cl.C(OCC)(=O)C. The catalyst is C1COCC1. The product is [OH:18][C:17]([C:19]1[CH:24]=[CH:23][CH:22]=[CH:21][CH:20]=1)(/[CH:16]=[CH:15]/[C:9]1[CH:14]=[CH:13][CH:12]=[CH:11][CH:10]=1)[CH2:3][C:4]([O:6][CH2:7][CH3:8])=[O:5]. The yield is 0.970. (5) The reactants are [Br:1][C:2]1[CH:7]=[CH:6][C:5]([OH:8])=[CH:4][CH:3]=1.[OH-:9].[Na+].[CH2:11]=O.[C:13]([OH:16])(=O)C. The catalyst is O.[Al]. The product is [Br:1][C:2]1[CH:7]=[C:6]([CH2:13][OH:16])[C:5]([OH:8])=[C:4]([CH2:11][OH:9])[CH:3]=1. The yield is 0.740.